This data is from Full USPTO retrosynthesis dataset with 1.9M reactions from patents (1976-2016). The task is: Predict the reactants needed to synthesize the given product. Given the product [Br:12][C:13]1[CH:14]=[CH:15][C:16]2[N:17]([CH:19]=[C:20]([C:22]([NH:11][C:8]([C:5]3[CH:4]=[CH:3][C:2]([F:1])=[CH:7][CH:6]=3)([CH3:9])[CH3:10])=[O:23])[N:21]=2)[CH:18]=1, predict the reactants needed to synthesize it. The reactants are: [F:1][C:2]1[CH:7]=[CH:6][C:5]([C:8]([NH2:11])([CH3:10])[CH3:9])=[CH:4][CH:3]=1.[Br:12][C:13]1[CH:14]=[CH:15][C:16]2[N:17]([CH:19]=[C:20]([C:22](OCC)=[O:23])[N:21]=2)[CH:18]=1.